From a dataset of Forward reaction prediction with 1.9M reactions from USPTO patents (1976-2016). Predict the product of the given reaction. (1) Given the reactants [Br:1][C:2]1[CH:11]=[C:10]2[C:5]([C:6](Cl)=[CH:7][CH:8]=[N:9]2)=[CH:4][CH:3]=1.[CH3:13][O-:14].[Na+], predict the reaction product. The product is: [Br:1][C:2]1[CH:11]=[C:10]2[C:5]([C:6]([O:14][CH3:13])=[CH:7][CH:8]=[N:9]2)=[CH:4][CH:3]=1. (2) Given the reactants [Br:1][C:2]1[CH:18]=[CH:17][C:5]2[C:6](Cl)=[N:7][C:8]3[C:13]([C:4]=2[CH:3]=1)=[C:12]([Cl:14])[N:11]=[C:10]([CH3:15])[CH:9]=3.CCN(CC)CC.[NH2:26][CH2:27][C:28]1[CH:33]=[CH:32][CH:31]=[CH:30][N:29]=1, predict the reaction product. The product is: [Br:1][C:2]1[CH:18]=[CH:17][C:5]2[C:6]([NH:26][CH2:27][C:28]3[CH:33]=[CH:32][CH:31]=[CH:30][N:29]=3)=[N:7][C:8]3[C:13]([C:4]=2[CH:3]=1)=[C:12]([Cl:14])[N:11]=[C:10]([CH3:15])[CH:9]=3. (3) Given the reactants NC1C=CC=CC=1.C(O)(=O)C.[C:12]12([C:22]3[CH:23]=[C:24]([C:30]4[CH:31]=[C:32]([CH:35]=[CH:36][CH:37]=4)[CH:33]=O)[CH:25]=[C:26]([F:29])[C:27]=3[OH:28])[CH2:21][CH:16]3[CH2:17][CH:18]([CH2:20][CH:14]([CH2:15]3)[CH2:13]1)[CH2:19]2.[S:38]1[CH2:44][C:42](=[O:43])[NH:41][C:39]1=[S:40], predict the reaction product. The product is: [C:12]12([C:22]3[CH:23]=[C:24]([C:30]4[CH:37]=[CH:36][CH:35]=[C:32]([CH:33]=[C:44]5[S:38][C:39](=[S:40])[NH:41][C:42]5=[O:43])[CH:31]=4)[CH:25]=[C:26]([F:29])[C:27]=3[OH:28])[CH2:21][CH:16]3[CH2:15][CH:14]([CH2:20][CH:18]([CH2:17]3)[CH2:19]1)[CH2:13]2. (4) The product is: [O:15]1[CH2:14][CH2:13][O:12][CH:11]1[CH2:10][CH2:9][CH2:8][C:5]1[CH:6]=[CH:7][C:2]([O:1][CH2:17][C:18]2[N:19]=[C:20]([C:24]3[CH:29]=[CH:28][CH:27]=[CH:26][CH:25]=3)[S:21][C:22]=2[CH3:23])=[CH:3][CH:4]=1. Given the reactants [OH:1][C:2]1[CH:7]=[CH:6][C:5]([CH2:8][CH2:9][CH2:10][CH:11]2[O:15][CH2:14][CH2:13][O:12]2)=[CH:4][CH:3]=1.Cl[CH2:17][C:18]1[N:19]=[C:20]([C:24]2[CH:29]=[CH:28][CH:27]=[CH:26][CH:25]=2)[S:21][C:22]=1[CH3:23].C(=O)([O-])[O-].[K+].[K+].CN(C)C=O, predict the reaction product.